Dataset: Forward reaction prediction with 1.9M reactions from USPTO patents (1976-2016). Task: Predict the product of the given reaction. The product is: [CH2:1]([O:8][C:9]1[C:17]2[N:16]=[C:15]([CH3:18])[N:14]([CH2:36][O:37][CH2:38][CH2:39][Si:40]([CH3:43])([CH3:42])[CH3:41])[C:13]=2[CH:12]=[C:11]([Br:19])[CH:10]=1)[C:2]1[CH:3]=[CH:4][CH:5]=[CH:6][CH:7]=1. Given the reactants [CH2:1]([O:8][C:9]1[C:17]2[N:16]=[C:15]([CH3:18])[NH:14][C:13]=2[CH:12]=[C:11]([Br:19])[CH:10]=1)[C:2]1[CH:7]=[CH:6][CH:5]=[CH:4][CH:3]=1.C(N(CC)CC)C.CN(C)C=O.ClCCl.Cl[CH2:36][O:37][CH2:38][CH2:39][Si:40]([CH3:43])([CH3:42])[CH3:41], predict the reaction product.